This data is from Full USPTO retrosynthesis dataset with 1.9M reactions from patents (1976-2016). The task is: Predict the reactants needed to synthesize the given product. (1) Given the product [CH3:15][O:14][C:6]1[CH:7]=[C:8]([N+:11]([O-:13])=[O:12])[CH:9]=[CH:10][C:5]=1[O:4][CH2:3][CH2:2][N:18]1[CH:19]([CH3:23])[CH2:20][CH2:21][CH2:22][CH:17]1[CH3:16], predict the reactants needed to synthesize it. The reactants are: Br[CH2:2][CH2:3][O:4][C:5]1[CH:10]=[CH:9][C:8]([N+:11]([O-:13])=[O:12])=[CH:7][C:6]=1[O:14][CH3:15].[CH3:16][CH:17]1[CH2:22][CH2:21][CH2:20][CH:19]([CH3:23])[NH:18]1. (2) Given the product [CH2:18]([O:22][C:23]1[CH:24]=[CH:25][C:26]([C:29]2[CH:33]=[C:32]([CH2:34][N:14]3[CH:13]=[C:12]4[N:17]=[C:9]([C:3]5[CH:4]=[CH:5][CH:6]=[C:7]([F:8])[C:2]=5[F:1])[N:10]=[C:11]4[CH:16]=[N:15]3)[O:31][N:30]=2)=[CH:27][CH:28]=1)[CH2:19][CH2:20][CH3:21], predict the reactants needed to synthesize it. The reactants are: [F:1][C:2]1[C:7]([F:8])=[CH:6][CH:5]=[CH:4][C:3]=1[C:9]1[N:17]=[C:12]2[CH:13]=[N:14][NH:15][CH:16]=[C:11]2[N:10]=1.[CH2:18]([O:22][C:23]1[CH:28]=[CH:27][C:26]([C:29]2[CH:33]=[C:32]([CH2:34]Cl)[O:31][N:30]=2)=[CH:25][CH:24]=1)[CH2:19][CH2:20][CH3:21]. (3) The reactants are: O=[C:2]1[CH2:6][CH2:5][N:4]([C:7]([O:9][CH2:10][C:11]2[CH:16]=[CH:15][CH:14]=[CH:13][CH:12]=2)=[O:8])[CH2:3]1.C([O-])(=O)C.[NH4+:21].[C:22]([O:28][CH2:29][CH3:30])(=[O:27])[CH2:23]C([O-])=O.C(OCC)(=O)C. Given the product [NH2:21][C:2]1([CH2:23][C:22]([O:28][CH2:29][CH3:30])=[O:27])[CH2:6][CH2:5][N:4]([C:7]([O:9][CH2:10][C:11]2[CH:16]=[CH:15][CH:14]=[CH:13][CH:12]=2)=[O:8])[CH2:3]1, predict the reactants needed to synthesize it. (4) Given the product [CH2:1]([O:8][CH:9]([C:10]1[NH:20][C:18](=[O:19])[C:17]2=[CH:16][N:15]=[CH:14][N:13]2[N:12]=1)[CH3:21])[C:2]1[CH:7]=[CH:6][CH:5]=[CH:4][CH:3]=1, predict the reactants needed to synthesize it. The reactants are: [CH2:1]([O:8][CH:9]([CH3:21])[C:10]([NH:12][N:13]1[C:17]([C:18]([NH2:20])=[O:19])=[CH:16][N:15]=[CH:14]1)=O)[C:2]1[CH:7]=[CH:6][CH:5]=[CH:4][CH:3]=1.[OH-].[K+].